This data is from Forward reaction prediction with 1.9M reactions from USPTO patents (1976-2016). The task is: Predict the product of the given reaction. (1) Given the reactants CS[C:3]1[N:8]=[C:7]([C:9]2[S:13][C:12]([C:14]([N:16]3[CH2:21][CH2:20][O:19][CH2:18][CH2:17]3)=[O:15])=[CH:11][CH:10]=2)[CH:6]=[CH:5][N:4]=1.O[O:23][S:24]([O-:26])=O.[K+].[CH3:28]C(C)=O.O, predict the reaction product. The product is: [CH3:28][S:24]([C:3]1[N:8]=[C:7]([C:9]2[S:13][C:12]([C:14]([N:16]3[CH2:21][CH2:20][O:19][CH2:18][CH2:17]3)=[O:15])=[CH:11][CH:10]=2)[CH:6]=[CH:5][N:4]=1)(=[O:26])=[O:23]. (2) Given the reactants FC(F)(F)S(O[C:7]1[C:8]([C:18]([N:20]([O:22][CH3:23])[CH3:21])=[O:19])=[CH:9][C:10]([Cl:17])=[C:11]2[C:16]=1[N:15]=[CH:14][CH:13]=[CH:12]2)(=O)=O.[CH3:26][O:27][CH2:28][C@H:29]1[CH2:33][CH2:32][CH2:31][NH:30]1.C(=O)([O-])[O-].[Cs+].[Cs+], predict the reaction product. The product is: [Cl:17][C:10]1[CH:9]=[C:8]([C:18]([N:20]([O:22][CH3:23])[CH3:21])=[O:19])[C:7]([N:30]2[CH2:31][CH2:32][CH2:33][C@@H:29]2[CH2:28][O:27][CH3:26])=[C:16]2[C:11]=1[CH:12]=[CH:13][CH:14]=[N:15]2. (3) Given the reactants [NH2:1][C:2]1[N:7]=[C:6]([Cl:8])[CH:5]=[C:4]([Cl:9])[N:3]=1.[C:10]1(C)[CH:15]=[CH:14][C:13](S(O)(=O)=O)=[CH:12][CH:11]=1, predict the reaction product. The product is: [Cl:9][C:4]1[CH:5]=[C:6]([Cl:8])[N:7]=[C:2]([N:1]2[C:12]([CH3:13])=[CH:11][CH:10]=[C:15]2[CH3:14])[N:3]=1. (4) Given the reactants Cl[C:2]1[C:11]2[C:6](=[C:7]([C:12]3[CH:16]=[CH:15][S:14][CH:13]=3)[CH:8]=[CH:9][CH:10]=2)[CH:5]=[CH:4][N:3]=1.[N:17]1([C:22]2[CH:23]=[C:24]([NH2:28])[CH:25]=[CH:26][CH:27]=2)[CH:21]=[N:20][CH:19]=[N:18]1.C(=O)([O-])[O-].[K+].[K+], predict the reaction product. The product is: [S:14]1[CH:15]=[CH:16][C:12]([C:7]2[CH:8]=[CH:9][CH:10]=[C:11]3[C:6]=2[CH:5]=[CH:4][N:3]=[C:2]3[NH:28][C:24]2[CH:25]=[CH:26][CH:27]=[C:22]([N:17]3[CH:21]=[N:20][CH:19]=[N:18]3)[CH:23]=2)=[CH:13]1. (5) Given the reactants [Se](=O)=O.[CH3:4][O:5][C:6]1[N:11]=[CH:10][C:9]([N:12]2[C:16]([C:17]3[CH:22]=[C:21]([CH3:23])[CH:20]=[CH:19][N:18]=3)=[CH:15][C:14]([C:24]([O:26][CH2:27][CH3:28])=[O:25])=[N:13]2)=[CH:8][CH:7]=1.[OH2:29].C(Cl)(Cl)Cl.[N:34]1C=CC=CC=1, predict the reaction product. The product is: [C:23]([C:21]1[CH:20]=[CH:19][N:18]=[C:17]([C:16]2[N:12]([C:9]3[CH:10]=[N:11][C:6]([O:5][CH3:4])=[CH:7][CH:8]=3)[N:13]=[C:14]([C:24]([O:26][CH2:27][CH3:28])=[O:25])[CH:15]=2)[CH:22]=1)(=[O:29])[NH2:34]. (6) The product is: [C:16]([O:15][C:13]([NH:1][C:2]1[CH:12]=[CH:11][C:5]([C:6]([O:8][CH2:9][CH3:10])=[O:7])=[CH:4][N:3]=1)=[O:14])([CH3:19])([CH3:18])[CH3:17]. Given the reactants [NH2:1][C:2]1[CH:12]=[CH:11][C:5]([C:6]([O:8][CH2:9][CH3:10])=[O:7])=[CH:4][N:3]=1.[C:13](O[C:13]([O:15][C:16]([CH3:19])([CH3:18])[CH3:17])=[O:14])([O:15][C:16]([CH3:19])([CH3:18])[CH3:17])=[O:14], predict the reaction product. (7) Given the reactants [Cl:1][C:2]1[N:11]=[C:10](N(C)C)[C:9]2[C:4](=[CH:5][CH:6]=[CH:7][CH:8]=2)[N:3]=1.[C:15]([NH2:19])([CH3:18])([CH3:17])[CH3:16].C(N(C(C)C)CC)(C)C, predict the reaction product. The product is: [C:15]([NH:19][C:10]1[C:9]2[C:4](=[CH:5][CH:6]=[CH:7][CH:8]=2)[N:3]=[C:2]([Cl:1])[N:11]=1)([CH3:18])([CH3:17])[CH3:16]. (8) Given the reactants Cl[C:2]1[C:11]([N:12]2[CH2:17][CH2:16][NH:15][CH2:14][CH2:13]2)=[N:10][C:9]2[C:4](=[CH:5][CH:6]=[CH:7][CH:8]=2)[N:3]=1.[O:18]1[C:27]2[C:22](=[CH:23][CH:24]=[CH:25][CH:26]=2)[CH2:21][CH2:20][CH:19]1[CH2:28][OH:29].Cl, predict the reaction product. The product is: [O:18]1[C:27]2[C:22](=[CH:23][CH:24]=[CH:25][CH:26]=2)[CH2:21][CH2:20][CH:19]1[CH2:28][O:29][C:2]1[C:11]([N:12]2[CH2:17][CH2:16][NH:15][CH2:14][CH2:13]2)=[N:10][C:9]2[C:4](=[CH:5][CH:6]=[CH:7][CH:8]=2)[N:3]=1.